From a dataset of Catalyst prediction with 721,799 reactions and 888 catalyst types from USPTO. Predict which catalyst facilitates the given reaction. Product: [Cl:44][C:37]1[CH:38]=[C:39]([F:43])[C:40]([F:42])=[CH:41][C:36]=1/[C:34](/[CH3:35])=[CH:33]/[N:6]1[C:7]2[CH:8]=[CH:9][C:10]([CH3:13])=[CH:11][C:12]=2[C:4]2[CH2:3][N:2]([CH3:1])[CH2:15][CH2:14][C:5]1=2. The catalyst class is: 122. Reactant: [CH3:1][N:2]1[CH2:15][CH2:14][C:5]2[NH:6][C:7]3[CH:8]=[CH:9][C:10]([CH3:13])=[CH:11][C:12]=3[C:4]=2[CH2:3]1.N1CCC[C@H]1C(O)=O.P([O-])([O-])([O-])=O.[K+].[K+].[K+].Br[CH:33]=[C:34]([C:36]1[CH:41]=[C:40]([F:42])[C:39]([F:43])=[CH:38][C:37]=1[Cl:44])[CH3:35].